This data is from Forward reaction prediction with 1.9M reactions from USPTO patents (1976-2016). The task is: Predict the product of the given reaction. (1) Given the reactants [C:1](OC(=O)C)(=[O:3])[CH3:2].[Br:8][C:9]1[C:22]2[C:21](=[O:23])[C:20]3[C:15](=[CH:16][CH:17]=[CH:18][CH:19]=3)[C:14](=[O:24])[C:13]=2[C:12]([NH:25][CH:26]2[CH2:31][CH2:30][CH2:29][CH2:28][CH2:27]2)=[CH:11][CH:10]=1.S(=O)(=O)(O)O, predict the reaction product. The product is: [C:1]([N:25]([CH:26]1[CH2:31][CH2:30][CH2:29][CH2:28][CH2:27]1)[C:12]1[C:13]2[C:14](=[O:24])[C:15]3[C:20](=[CH:19][CH:18]=[CH:17][CH:16]=3)[C:21](=[O:23])[C:22]=2[C:9]([Br:8])=[CH:10][CH:11]=1)(=[O:3])[CH3:2]. (2) Given the reactants [Cl:1][C:2]1[CH:16]=[CH:15][C:5]2[S:6][C:7]([C:10]([O:12][CH2:13][CH3:14])=[O:11])=[C:8]([CH3:9])[C:4]=2[CH:3]=1.[Br:17]N1C(=O)CCC1=O.C(OOC(=O)C1C=CC=CC=1)(=O)C1C=CC=CC=1, predict the reaction product. The product is: [Br:17][CH2:9][C:8]1[C:4]2[CH:3]=[C:2]([Cl:1])[CH:16]=[CH:15][C:5]=2[S:6][C:7]=1[C:10]([O:12][CH2:13][CH3:14])=[O:11]. (3) Given the reactants Br[C:2]1[CH:7]=[CH:6][CH:5]=[C:4]([Br:8])[N:3]=1.[Li]CCCC.CN(C)[C:16](=[O:18])[CH3:17].[NH4+].[Cl-], predict the reaction product. The product is: [C:16]([C:2]1[CH:7]=[CH:6][CH:5]=[C:4]([Br:8])[N:3]=1)(=[O:18])[CH3:17]. (4) Given the reactants [CH3:1][O:2][C:3]1[CH:8]=[CH:7][C:6]([C:9]2[S:13][C:12]([C:14]([OH:16])=O)=[C:11]([NH:17][C:18]([NH:20][C:21]3[C:26]([CH3:27])=[CH:25][C:24]([CH3:28])=[CH:23][C:22]=3[CH3:29])=[O:19])[CH:10]=2)=[CH:5][CH:4]=1.CN(C(ON1N=NC2C=CC=NC1=2)=[N+](C)C)C.F[P-](F)(F)(F)(F)F.CCN(C(C)C)C(C)C.Cl.[NH2:64][C:65]1([C:70]([O:72][CH3:73])=[O:71])[CH2:69][CH2:68][CH2:67][CH2:66]1, predict the reaction product. The product is: [CH3:1][O:2][C:3]1[CH:4]=[CH:5][C:6]([C:9]2[S:13][C:12]([C:14]([NH:64][C:65]3([C:70]([O:72][CH3:73])=[O:71])[CH2:69][CH2:68][CH2:67][CH2:66]3)=[O:16])=[C:11]([NH:17][C:18]([NH:20][C:21]3[C:22]([CH3:29])=[CH:23][C:24]([CH3:28])=[CH:25][C:26]=3[CH3:27])=[O:19])[CH:10]=2)=[CH:7][CH:8]=1. (5) Given the reactants CCN(C(C)C)C(C)C.[F:10][C:11]1[CH:12]=[CH:13][CH:14]=[C:15]2[C:20]=1[O:19][C:18](=[O:21])[C:17]([C:22]([OH:24])=O)=[CH:16]2.CN(C(ON1N=NC2C=CC=NC1=2)=[N+](C)C)C.F[P-](F)(F)(F)(F)F.[N:49]1[C:50]([C:58]2[CH:59]=[C:60]([NH2:64])[CH:61]=[CH:62][CH:63]=2)=[CH:51][N:52]2[CH:57]=[CH:56][CH:55]=[CH:54][C:53]=12, predict the reaction product. The product is: [N:49]1[C:50]([C:58]2[CH:59]=[C:60]([NH:64][C:22]([C:17]3[C:18](=[O:21])[O:19][C:20]4[C:15]([CH:16]=3)=[CH:14][CH:13]=[CH:12][C:11]=4[F:10])=[O:24])[CH:61]=[CH:62][CH:63]=2)=[CH:51][N:52]2[CH:57]=[CH:56][CH:55]=[CH:54][C:53]=12. (6) Given the reactants [OH:1][C:2]1[CH:7]=[CH:6][C:5]([CH2:8][CH2:9][CH:10]([NH:12][C:13](=[O:15])[CH3:14])[CH3:11])=[CH:4][CH:3]=1.Cl[C:17]1[CH:22]=[CH:21][C:20]([O:23][CH:24]2[CH2:28][CH2:27][O:26][CH2:25]2)=[CH:19][N:18]=1, predict the reaction product. The product is: [CH3:11][CH:10]([NH:12][C:13](=[O:15])[CH3:14])[CH2:9][CH2:8][C:5]1[CH:4]=[CH:3][C:2]([O:1][C:17]2[CH:22]=[CH:21][C:20]([O:23][CH:24]3[CH2:28][CH2:27][O:26][CH2:25]3)=[CH:19][N:18]=2)=[CH:7][CH:6]=1. (7) Given the reactants C(NC(C)C)(C)C.[Li]CCCC.[CH2:13]([C@H:17]1[C@H:21]([CH3:22])[O:20][C:19](=[O:23])[CH2:18]1)[CH2:14][CH2:15][CH3:16].[CH2:24](Br)[C:25]1[CH:30]=[CH:29][CH:28]=[CH:27][CH:26]=1, predict the reaction product. The product is: [CH2:24]([C@@H:18]1[C@@H:17]([CH2:13][CH2:14][CH2:15][CH3:16])[C@H:21]([CH3:22])[O:20][C:19]1=[O:23])[C:25]1[CH:30]=[CH:29][CH:28]=[CH:27][CH:26]=1. (8) Given the reactants [CH3:1][O:2][C:3]1[CH:4]=[C:5]([OH:13])[C:6](=[CH:11][CH:12]=1)[C:7]([O:9]C)=[O:8].[C:14]([N:21]1[CH2:26][CH2:25][CH:24](O)[CH2:23][CH2:22]1)([O:16][C:17]([CH3:20])([CH3:19])[CH3:18])=[O:15], predict the reaction product. The product is: [C:17]([O:16][C:14]([N:21]1[CH2:26][CH2:25][CH:24]([O:13][C:5]2[CH:4]=[C:3]([O:2][CH3:1])[CH:12]=[CH:11][C:6]=2[C:7]([OH:9])=[O:8])[CH2:23][CH2:22]1)=[O:15])([CH3:20])([CH3:18])[CH3:19]. (9) The product is: [CH2:22]([N:10]([S:11]([C:14]1[CH:15]=[CH:16][C:17]([O:20][CH3:21])=[CH:18][CH:19]=1)(=[O:13])=[O:12])[C:9]1[C:5]([C:3]([OH:4])=[O:2])=[CH:6][S:7][CH:8]=1)[C:23]1[CH:28]=[CH:27][CH:26]=[CH:25][CH:24]=1. Given the reactants C[O:2][C:3]([C:5]1[C:9]([N:10]([CH2:22][C:23]2[CH:28]=[CH:27][CH:26]=[CH:25][CH:24]=2)[S:11]([C:14]2[CH:19]=[CH:18][C:17]([O:20][CH3:21])=[CH:16][CH:15]=2)(=[O:13])=[O:12])=[CH:8][S:7][CH:6]=1)=[O:4], predict the reaction product.